Dataset: Catalyst prediction with 721,799 reactions and 888 catalyst types from USPTO. Task: Predict which catalyst facilitates the given reaction. (1) Reactant: [NH:1]1[C:9]2[C:4](=[CH:5][C:6]([C:10]3[O:14][N:13]=[C:12]([C:15]([OH:17])=O)[CH:11]=3)=[CH:7][CH:8]=2)[CH:3]=[N:2]1.CN(C(ON1N=NC2C=CC=NC1=2)=[N+](C)C)C.F[P-](F)(F)(F)(F)F.[CH:42]1([CH2:48][NH2:49])[CH2:47][CH2:46][CH2:45][CH2:44][CH2:43]1.C(N(C(C)C)CC)(C)C. Product: [CH:42]1([CH2:48][NH:49][C:15]([C:12]2[CH:11]=[C:10]([C:6]3[CH:5]=[C:4]4[C:9](=[CH:8][CH:7]=3)[NH:1][N:2]=[CH:3]4)[O:14][N:13]=2)=[O:17])[CH2:47][CH2:46][CH2:45][CH2:44][CH2:43]1. The catalyst class is: 9. (2) Reactant: [C:1]([C:3]1[CH:12]=[C:11]([NH:13][CH2:14][C:15]([O:17]C(C)(C)C)=[O:16])[C:10]2[C:5](=[CH:6][CH:7]=[C:8]([C:22]([F:25])([F:24])[F:23])[CH:9]=2)[N:4]=1)#[N:2]. Product: [C:1]([C:3]1[CH:12]=[C:11]([NH:13][CH2:14][C:15]([OH:17])=[O:16])[C:10]2[C:5](=[CH:6][CH:7]=[C:8]([C:22]([F:25])([F:24])[F:23])[CH:9]=2)[N:4]=1)#[N:2]. The catalyst class is: 620. (3) Reactant: [OH:1][C:2]1[C:3]2[O:15][N:14]=[C:13]([C:16]3[CH:21]=[CH:20][CH:19]=[CH:18][CH:17]=3)[C:4]=2[CH:5]=[N:6][C:7]=1[C:8]([O:10]CC)=O.[NH2:22][C@H:23]([C:25]([OH:27])=[O:26])[CH3:24].[O-]CC.[Na+].Cl. Product: [OH:1][C:2]1[C:3]2[O:15][N:14]=[C:13]([C:16]3[CH:17]=[CH:18][CH:19]=[CH:20][CH:21]=3)[C:4]=2[CH:5]=[N:6][C:7]=1[C:8]([NH:22][C@@H:23]([CH3:24])[C:25]([OH:27])=[O:26])=[O:10]. The catalyst class is: 18. (4) Reactant: N12CCCN=C1CCCCC2.Cl.[NH2:13][CH2:14][C:15]1[CH:23]=[CH:22][CH:21]=[C:20]2[C:16]=1[C:17](=[O:33])[N:18]([CH:25]1[CH2:30][CH2:29][C:28](=[O:31])[NH:27][C:26]1=[O:32])[C:19]2=[O:24].[CH2:34]([N:42]=[C:43]=[O:44])[CH2:35][CH2:36][CH2:37][CH2:38][CH2:39][CH2:40][CH3:41]. Product: [O:32]=[C:26]1[CH:25]([N:18]2[C:17](=[O:33])[C:16]3[C:20](=[CH:21][CH:22]=[CH:23][C:15]=3[CH2:14][NH:13][C:43]([NH:42][CH2:34][CH2:35][CH2:36][CH2:37][CH2:38][CH2:39][CH2:40][CH3:41])=[O:44])[C:19]2=[O:24])[CH2:30][CH2:29][C:28](=[O:31])[NH:27]1. The catalyst class is: 23. (5) Reactant: [F:1][C:2]1[CH:3]=[C:4]([O:18][CH3:19])[CH:5]=[C:6]2[C:11]=1[NH:10][CH:9]=[C:8]([C:12]([O:14][CH2:15][CH3:16])=[O:13])[C:7]2=O.P(Br)(Br)[Br:21].C(=O)([O-])O.[Na+]. Product: [Br:21][C:7]1[C:6]2[C:11](=[C:2]([F:1])[CH:3]=[C:4]([O:18][CH3:19])[CH:5]=2)[N:10]=[CH:9][C:8]=1[C:12]([O:14][CH2:15][CH3:16])=[O:13]. The catalyst class is: 9. (6) Reactant: [CH2:1]([C:3]1([C:14]2[CH:19]=[CH:18][CH:17]=[C:16]([O:20][CH3:21])[CH:15]=2)[CH2:9][CH2:8][CH2:7][CH2:6][N:5]([CH2:10][CH2:11]O)[C:4]1=[O:13])[CH3:2].CCN(CC)CC.CS(Cl)(=O)=O.[N-:34]=[N+:35]=[N-:36].[Na+]. Product: [N:34]([CH2:11][CH2:10][N:5]1[CH2:6][CH2:7][CH2:8][CH2:9][C:3]([CH2:1][CH3:2])([C:14]2[CH:19]=[CH:18][CH:17]=[C:16]([O:20][CH3:21])[CH:15]=2)[C:4]1=[O:13])=[N+:35]=[N-:36]. The catalyst class is: 59. (7) Reactant: [CH3:1][O:2][C:3](=[O:17])[C:4]1[CH:9]=[CH:8][C:7]([N+:10]([O-])=O)=[C:6]([C:13]([F:16])([F:15])[F:14])[CH:5]=1.Cl. Product: [CH3:1][O:2][C:3](=[O:17])[C:4]1[CH:9]=[CH:8][C:7]([NH2:10])=[C:6]([C:13]([F:14])([F:16])[F:15])[CH:5]=1. The catalyst class is: 43. (8) Reactant: [Cl:1][C:2]1[CH:36]=[CH:35][C:5]([CH2:6][N:7]2[C:15]3[C:10](=[N:11]C(C#N)=[N:13][C:14]=3[NH:16][C@@H:17]([CH:19]3[CH2:21][CH2:20]3)[CH3:18])[N:9]=[C:8]2[C:24]2[CH:29]=[C:28]([CH3:30])[CH:27]=[CH:26][C:25]=2[O:31][CH2:32][CH2:33][OH:34])=[CH:4][CH:3]=1.[OH-:37].[Na+].Cl.[CH2:40]([OH:42])[CH3:41]. Product: [Cl:1][C:2]1[CH:36]=[CH:35][C:5]([CH2:6][N:7]2[C:15]3[C:10](=[N:11][C:41]([C:40]([OH:37])=[O:42])=[N:13][C:14]=3[NH:16][C@@H:17]([CH:19]3[CH2:21][CH2:20]3)[CH3:18])[N:9]=[C:8]2[C:24]2[CH:29]=[C:28]([CH3:30])[CH:27]=[CH:26][C:25]=2[O:31][CH2:32][CH2:33][OH:34])=[CH:4][CH:3]=1. The catalyst class is: 6. (9) Reactant: Br[C:2]1[C:16]([F:17])=[CH:15][C:5]([CH2:6][O:7][Si:8]([C:11]([CH3:14])([CH3:13])[CH3:12])([CH3:10])[CH3:9])=[C:4]([Cl:18])[CH:3]=1.CC1(C)C2[C:41](=C(P(C3C=CC=CC=3)C3C=CC=CC=3)C=CC=2)[O:40][C:22]2C(P(C3C=CC=CC=3)C3C=CC=CC=3)=CC=CC1=2.C(N(CC)CC)C.C[OH:69].C([SiH](C)C)(C)(C)C. Product: [Si:8]([O:7][CH2:6][C:5]1[C:4]([Cl:18])=[CH:3][C:2]([C:22]([O:40][CH3:41])=[O:69])=[C:16]([F:17])[CH:15]=1)([C:11]([CH3:14])([CH3:13])[CH3:12])([CH3:10])[CH3:9]. The catalyst class is: 160.